From a dataset of Catalyst prediction with 721,799 reactions and 888 catalyst types from USPTO. Predict which catalyst facilitates the given reaction. (1) Reactant: [N:1]([C:4]1[C:13]([C:14]2[CH:19]=[CH:18][C:17]([OH:20])=[CH:16][CH:15]=2)=[N:12][C:11]([C:21]2[CH:26]=[CH:25][C:24]([O:27][CH3:28])=[CH:23][CH:22]=2)=[CH:10][C:5]=1[C:6]([O:8][CH3:9])=[O:7])=[N+:2]=[N-:3].C(=O)([O-])[O-].[Cs+].[Cs+].[CH3:35][O:36][CH2:37][CH2:38]Br. Product: [N:1]([C:4]1[C:13]([C:14]2[CH:15]=[CH:16][C:17]([O:20][CH2:38][CH2:37][O:36][CH3:35])=[CH:18][CH:19]=2)=[N:12][C:11]([C:21]2[CH:26]=[CH:25][C:24]([O:27][CH3:28])=[CH:23][CH:22]=2)=[CH:10][C:5]=1[C:6]([O:8][CH3:9])=[O:7])=[N+:2]=[N-:3]. The catalyst class is: 10. (2) Reactant: [C:1]([C:4]1[CH:12]=[C:11]2[C:7]([C:8]([C:26]3[CH:35]=[CH:34][C:29]([C:30]([O:32][CH3:33])=[O:31])=[CH:28][C:27]=3[F:36])=[N:9][N:10]2[C:13](=[O:25])[C:14]2[C:19]([C:20]([F:23])([F:22])[F:21])=[CH:18][CH:17]=[CH:16][C:15]=2[Cl:24])=[CH:6][CH:5]=1)(=[O:3])[NH2:2].CO[CH:39](OC)[N:40]([CH3:42])[CH3:41]. Product: [Cl:24][C:15]1[CH:16]=[CH:17][CH:18]=[C:19]([C:20]([F:21])([F:22])[F:23])[C:14]=1[C:13]([N:10]1[C:11]2[C:7](=[CH:6][CH:5]=[C:4]([C:1](=[O:3])/[N:2]=[CH:39]/[N:40]([CH3:42])[CH3:41])[CH:12]=2)[C:8]([C:26]2[CH:35]=[CH:34][C:29]([C:30]([O:32][CH3:33])=[O:31])=[CH:28][C:27]=2[F:36])=[N:9]1)=[O:25]. The catalyst class is: 25.